This data is from Forward reaction prediction with 1.9M reactions from USPTO patents (1976-2016). The task is: Predict the product of the given reaction. (1) The product is: [C:29]([N:26]1[CH2:25][CH2:24][N:23]([C:20]2[CH:19]=[CH:18][C:17]([NH:16][C:11]3[N:10]=[C:9]([N:6]4[CH2:7][CH2:8][CH:3]([NH:38][C:39](=[O:48])[O:40][CH2:41][C:42]5[CH:43]=[CH:44][CH:45]=[CH:46][CH:47]=5)[CH2:4][CH2:5]4)[C:14]([F:15])=[CH:13][N:12]=3)=[CH:22][CH:21]=2)[CH2:28][CH2:27]1)(=[O:31])[CH3:30]. Given the reactants NC[CH:3]1[CH2:8][CH2:7][N:6]([C:9]2[C:14]([F:15])=[CH:13][N:12]=[C:11]([NH:16][C:17]3[CH:22]=[CH:21][C:20]([N:23]4[CH2:28][CH2:27][N:26]([C:29](=[O:31])[CH3:30])[CH2:25][CH2:24]4)=[CH:19][CH:18]=3)[N:10]=2)[CH2:5][CH2:4]1.N1CCC([NH:38][C:39](=[O:48])[O:40][CH2:41][C:42]2[CH:47]=[CH:46][CH:45]=[CH:44][CH:43]=2)CC1, predict the reaction product. (2) Given the reactants C(O)(C(F)(F)F)=O.C(#[N:10])C.C1OCCOC[CH2:18][O:19][C:20]2[C:29](C3C=CC=CC=3)=[CH:28][C:27]3[C:22]([C:21]=2[C:21]2[C:22]4[C:27]([CH:28]=[C:29](C5C=CC=CC=5)[C:20]=2[O:19][CH2:18]COCCOC1)=C[CH:25]=[CH:24][CH:23]=4)=[CH:23][CH:24]=[CH:25]C=3.Cl(O)(=O)(=O)=O.CO, predict the reaction product. The product is: [CH3:18][O:19][C:20]1[CH:21]=[C:22]([CH2:23][C@@H:24]([NH2:10])[CH3:25])[CH:27]=[CH:28][CH:29]=1. (3) Given the reactants [Cl:1][C:2]1[N:7]=[CH:6][C:5]([S:8]([N:11]2[CH2:16][CH2:15][N:14]([C:17]([O:19][C:20]([CH3:23])([CH3:22])[CH3:21])=[O:18])[C:13](=[O:24])[CH2:12]2)(=[O:10])=[O:9])=[CH:4][CH:3]=1.[C:25]([Mg]Br)#[C:26][CH3:27], predict the reaction product. The product is: [Cl:1][C:2]1[N:7]=[CH:6][C:5]([S:8]([N:11]([CH2:12][C:13](=[O:24])[C:25]#[C:26][CH3:27])[CH2:16][CH2:15][NH:14][C:17](=[O:18])[O:19][C:20]([CH3:21])([CH3:22])[CH3:23])(=[O:9])=[O:10])=[CH:4][CH:3]=1. (4) Given the reactants [NH:1]1[CH2:5][C:4](=[O:6])[NH:3][C:2]1=[O:7].N1CCCC1.[CH3:13][C:14]1[C:15]([C:28]2[CH:29]=[C:30]([CH:33]=[CH:34][C:35]=2[O:36][CH3:37])[CH:31]=O)=[CH:16][C:17]2[C:18]([CH3:27])([CH3:26])[CH2:19][CH2:20][C:21]([CH3:25])([CH3:24])[C:22]=2[CH:23]=1, predict the reaction product. The product is: [CH3:13][C:14]1[C:15]([C:28]2[CH:29]=[C:30]([CH:33]=[CH:34][C:35]=2[O:36][CH3:37])[CH:31]=[C:5]2[NH:1][C:2](=[O:7])[NH:3][C:4]2=[O:6])=[CH:16][C:17]2[C:18]([CH3:27])([CH3:26])[CH2:19][CH2:20][C:21]([CH3:24])([CH3:25])[C:22]=2[CH:23]=1.